Dataset: Catalyst prediction with 721,799 reactions and 888 catalyst types from USPTO. Task: Predict which catalyst facilitates the given reaction. Reactant: FC1C=C2C(=CC=1)N=C(C(NC(=O)OC(C)(C)C)C)C(C1C=CC=CC=1)=C2C(=O)NC.Cl.O1CCOCC1.[NH2:39][CH:40]([C:42]1[C:51]([C:52]2[CH:57]=[CH:56][CH:55]=[CH:54][CH:53]=2)=[C:50]([C:58]([NH:60][CH3:61])=[O:59])[C:49]2[C:44](=[CH:45][CH:46]=[C:47]([F:62])[CH:48]=2)[N:43]=1)[CH3:41].[NH2:63][C:64]1[C:69]([C:70]#[N:71])=[C:68](Cl)[N:67]=[CH:66][N:65]=1.CCN(C(C)C)C(C)C. Product: [NH2:63][C:64]1[N:65]=[CH:66][N:67]=[C:68]([NH:39][CH:40]([C:42]2[C:51]([C:52]3[CH:57]=[CH:56][CH:55]=[CH:54][CH:53]=3)=[C:50]([C:58]([NH:60][CH3:61])=[O:59])[C:49]3[C:44](=[CH:45][CH:46]=[C:47]([F:62])[CH:48]=3)[N:43]=2)[CH3:41])[C:69]=1[C:70]#[N:71]. The catalyst class is: 51.